Dataset: Reaction yield outcomes from USPTO patents with 853,638 reactions. Task: Predict the reaction yield, written as a fraction of the theoretical maximum amount of product (1.0 means a 100% yield; for example, 0.34 means a 34% yield). The reactants are [CH2:1]([C:5]1[N:6]=[C:7]([CH3:27])[NH:8][C:9](=[O:26])[C:10]=1[CH2:11][C:12]1[CH:17]=[CH:16][C:15]([C:18]2[C:19]([C:24]#[N:25])=[CH:20][CH:21]=[CH:22][CH:23]=2)=[CH:14][CH:13]=1)[CH2:2][CH2:3][CH3:4].[H-].[Na+].Br[CH2:31][CH2:32][C:33]1[CH:38]=[CH:37][C:36]([F:39])=[CH:35][CH:34]=1.[Cl-].O[NH3+:42].[C:43](=[O:46])([O-])[OH:44].[Na+]. The catalyst is C(OCC)(=O)C.CS(C)=O.CN(C)C=O. The product is [CH2:1]([C:5]1[N:6]=[C:7]([CH3:27])[N:8]([CH2:31][CH2:32][C:33]2[CH:38]=[CH:37][C:36]([F:39])=[CH:35][CH:34]=2)[C:9](=[O:26])[C:10]=1[CH2:11][C:12]1[CH:17]=[CH:16][C:15]([C:18]2[CH:23]=[CH:22][CH:21]=[CH:20][C:19]=2[C:24]2[NH:42][C:43](=[O:46])[O:44][N:25]=2)=[CH:14][CH:13]=1)[CH2:2][CH2:3][CH3:4]. The yield is 0.160.